From a dataset of Drug-target binding data from BindingDB using IC50 measurements. Regression. Given a target protein amino acid sequence and a drug SMILES string, predict the binding affinity score between them. We predict pIC50 (pIC50 = -log10(IC50 in M); higher means more potent). Dataset: bindingdb_ic50. The compound is NC(=O)c1ccc(-c2noc3c2CCCC3=O)cc1. The target protein (Q58FG1) has sequence MESLTDPSKLDSGKEPHISLIPNKQDRTLTIVDTGIGMTKADLINNLGTITKSETKVFMEVLQAGADISMIGQFSVGFYSAYSVAEKVTVITKHNNDEQYAWESSLRGSFTEYREFYKSLTINWEDYLAVKHFSVEGQLEFRAFLFVPRLAPFELLETRKKKNKIKLSARRDLIMDNCEELIPEYLNFIRGVVDSEDLPLNIFRETKDQVANSTIVQRLWKHGLEVIYTIEPIDEYCVQQLKEFEGKTLVSVTKEDLELPEDEEEKKKQEEGKQKTKQKKNQSLRTSAKSTYGWTANMERIMKAQALRDNSTTGYMAAKKHLEINPDHSFIDTLRQKAETDKNDKSVKDLVILLYETALLSSDFGLEGPQTHANRIYRMNKLGLGTDEDDPTADDTSAAVTEEMPPLEGDDDTSRMEK. The pIC50 is 4.0.